From a dataset of NCI-60 drug combinations with 297,098 pairs across 59 cell lines. Regression. Given two drug SMILES strings and cell line genomic features, predict the synergy score measuring deviation from expected non-interaction effect. (1) Cell line: OVCAR3. Synergy scores: CSS=43.4, Synergy_ZIP=0.390, Synergy_Bliss=-3.17, Synergy_Loewe=-2.13, Synergy_HSA=-0.828. Drug 2: CC1CCCC2(C(O2)CC(NC(=O)CC(C(C(=O)C(C1O)C)(C)C)O)C(=CC3=CSC(=N3)C)C)C. Drug 1: C1=CN(C=N1)CC(O)(P(=O)(O)O)P(=O)(O)O. (2) Drug 1: CCC1=CC2CC(C3=C(CN(C2)C1)C4=CC=CC=C4N3)(C5=C(C=C6C(=C5)C78CCN9C7C(C=CC9)(C(C(C8N6C)(C(=O)OC)O)OC(=O)C)CC)OC)C(=O)OC.C(C(C(=O)O)O)(C(=O)O)O. Drug 2: N.N.Cl[Pt+2]Cl. Cell line: OVCAR3. Synergy scores: CSS=66.6, Synergy_ZIP=18.5, Synergy_Bliss=16.6, Synergy_Loewe=-20.0, Synergy_HSA=15.5. (3) Drug 1: CCCS(=O)(=O)NC1=C(C(=C(C=C1)F)C(=O)C2=CNC3=C2C=C(C=N3)C4=CC=C(C=C4)Cl)F. Drug 2: C1C(C(OC1N2C=NC3=C2NC=NCC3O)CO)O. Cell line: K-562. Synergy scores: CSS=-8.97, Synergy_ZIP=11.2, Synergy_Bliss=-4.44, Synergy_Loewe=-50.6, Synergy_HSA=-6.95. (4) Drug 1: CC1CCC2CC(C(=CC=CC=CC(CC(C(=O)C(C(C(=CC(C(=O)CC(OC(=O)C3CCCCN3C(=O)C(=O)C1(O2)O)C(C)CC4CCC(C(C4)OC)OCCO)C)C)O)OC)C)C)C)OC. Drug 2: CNC(=O)C1=NC=CC(=C1)OC2=CC=C(C=C2)NC(=O)NC3=CC(=C(C=C3)Cl)C(F)(F)F. Cell line: NCI-H460. Synergy scores: CSS=5.16, Synergy_ZIP=-4.46, Synergy_Bliss=-2.81, Synergy_Loewe=-16.5, Synergy_HSA=-4.27. (5) Drug 1: C1=CC(=CC=C1CCC2=CNC3=C2C(=O)NC(=N3)N)C(=O)NC(CCC(=O)O)C(=O)O. Drug 2: CC1=C(C(CCC1)(C)C)C=CC(=CC=CC(=CC(=O)O)C)C. Cell line: NCI-H460. Synergy scores: CSS=40.5, Synergy_ZIP=-2.56, Synergy_Bliss=-3.98, Synergy_Loewe=-4.76, Synergy_HSA=-2.27. (6) Synergy scores: CSS=46.4, Synergy_ZIP=4.64, Synergy_Bliss=4.78, Synergy_Loewe=-9.06, Synergy_HSA=5.60. Cell line: U251. Drug 2: CCN(CC)CCNC(=O)C1=C(NC(=C1C)C=C2C3=C(C=CC(=C3)F)NC2=O)C. Drug 1: COC1=CC(=CC(=C1O)OC)C2C3C(COC3=O)C(C4=CC5=C(C=C24)OCO5)OC6C(C(C7C(O6)COC(O7)C8=CC=CS8)O)O. (7) Drug 1: CC1=C(N=C(N=C1N)C(CC(=O)N)NCC(C(=O)N)N)C(=O)NC(C(C2=CN=CN2)OC3C(C(C(C(O3)CO)O)O)OC4C(C(C(C(O4)CO)O)OC(=O)N)O)C(=O)NC(C)C(C(C)C(=O)NC(C(C)O)C(=O)NCCC5=NC(=CS5)C6=NC(=CS6)C(=O)NCCC[S+](C)C)O. Drug 2: CC1C(C(CC(O1)OC2CC(CC3=C2C(=C4C(=C3O)C(=O)C5=C(C4=O)C(=CC=C5)OC)O)(C(=O)CO)O)N)O.Cl. Cell line: RPMI-8226. Synergy scores: CSS=38.2, Synergy_ZIP=-1.93, Synergy_Bliss=-4.47, Synergy_Loewe=-6.89, Synergy_HSA=-2.77. (8) Drug 1: CC1C(C(=O)NC(C(=O)N2CCCC2C(=O)N(CC(=O)N(C(C(=O)O1)C(C)C)C)C)C(C)C)NC(=O)C3=C4C(=C(C=C3)C)OC5=C(C(=O)C(=C(C5=N4)C(=O)NC6C(OC(=O)C(N(C(=O)CN(C(=O)C7CCCN7C(=O)C(NC6=O)C(C)C)C)C)C(C)C)C)N)C. Drug 2: CC1=C(C(=O)C2=C(C1=O)N3CC4C(C3(C2COC(=O)N)OC)N4)N. Cell line: HOP-92. Synergy scores: CSS=1.60, Synergy_ZIP=-1.77, Synergy_Bliss=3.38, Synergy_Loewe=-5.77, Synergy_HSA=-2.72. (9) Drug 1: C1CC(=O)NC(=O)C1N2CC3=C(C2=O)C=CC=C3N. Drug 2: CN(CCCl)CCCl.Cl. Cell line: MCF7. Synergy scores: CSS=30.2, Synergy_ZIP=-6.16, Synergy_Bliss=2.24, Synergy_Loewe=-51.4, Synergy_HSA=2.20.